From a dataset of Reaction yield outcomes from USPTO patents with 853,638 reactions. Predict the reaction yield, written as a fraction of the theoretical maximum amount of product (1.0 means a 100% yield; for example, 0.34 means a 34% yield). (1) The reactants are C(N(CC)CC)C.[CH2:8]([O:15][C:16]1[CH:21]=[CH:20][C:19]([S:22](Cl)(=[O:24])=[O:23])=[CH:18][CH:17]=1)[C:9]1[CH:14]=[CH:13][CH:12]=[CH:11][CH:10]=1.[NH2:26][CH2:27][C@H:28]([N:33]1[CH2:38][CH2:37][CH2:36][CH2:35][CH2:34]1)[C:29]([O:31][CH3:32])=[O:30]. The catalyst is ClCCl. The product is [CH2:8]([O:15][C:16]1[CH:21]=[CH:20][C:19]([S:22]([NH:26][CH2:27][C@H:28]([N:33]2[CH2:38][CH2:37][CH2:36][CH2:35][CH2:34]2)[C:29]([O:31][CH3:32])=[O:30])(=[O:24])=[O:23])=[CH:18][CH:17]=1)[C:9]1[CH:14]=[CH:13][CH:12]=[CH:11][CH:10]=1. The yield is 0.850. (2) The reactants are [N:1]([CH2:4][C:5]1[CH:6]=[CH:7][C:8]([C:11]#[N:12])=[N:9][CH:10]=1)=[N+]=[N-].C1(P(C2C=CC=CC=2)C2C=CC=CC=2)C=CC=CC=1.C(N(CC)CC)C.[CH3:39][C:40]([O:43][C:44](O[C:44]([O:43][C:40]([CH3:42])([CH3:41])[CH3:39])=[O:45])=[O:45])([CH3:42])[CH3:41]. The catalyst is C1COCC1.O. The product is [C:40]([O:43][C:44]([NH:1][CH2:4][C:5]1[CH:6]=[CH:7][C:8]([C:11]#[N:12])=[N:9][CH:10]=1)=[O:45])([CH3:42])([CH3:41])[CH3:39]. The yield is 0.360. (3) The reactants are [Br:1][C:2]1[CH:3]=[N:4][CH:5]=[C:6]([CH:11]=1)[C:7]([NH:9][NH2:10])=[O:8].CO[C:14](OC)(OC)[CH3:15].Cl.C1CCN2C(=NCCC2)CC1. No catalyst specified. The product is [Br:1][C:2]1[CH:11]=[C:6]([C:7]2[O:8][C:14]([CH3:15])=[N:10][N:9]=2)[CH:5]=[N:4][CH:3]=1. The yield is 0.970. (4) The reactants are [CH3:1][C:2]1[NH:3][C:4]([NH2:7])=[N:5][N:6]=1.[C:8]1(=O)[CH2:11][CH2:10][CH2:9]1.C([BH3-])#N.[Na+].O. The catalyst is C(O)(=O)C. The product is [CH:8]1([NH:7][C:4]2[NH:3][C:2]([CH3:1])=[N:6][N:5]=2)[CH2:11][CH2:10][CH2:9]1. The yield is 0.610. (5) The reactants are [C:1]([C:3]1[CH:49]=[CH:48][C:6]2[N:7]([CH2:36][C:37]3[C:46]4[C:41](=[CH:42][CH:43]=[CH:44][CH:45]=4)[CH:40]=[CH:39][C:38]=3[CH3:47])[C:8](=[O:35])[C@@H:9]([NH:20][C:21](=[O:34])[C@@H:22]([N:24]([CH2:32][CH3:33])C(=O)OC(C)(C)C)[CH3:23])[C@H:10]([CH3:19])[N:11]([C:12](=[O:18])[CH2:13][S:14]([CH3:17])(=[O:16])=[O:15])[C:5]=2[CH:4]=1)#[N:2].[ClH:50]. The catalyst is O1CCOCC1.CCOCC. The product is [ClH:50].[C:1]([C:3]1[CH:49]=[CH:48][C:6]2[N:7]([CH2:36][C:37]3[C:46]4[C:41](=[CH:42][CH:43]=[CH:44][CH:45]=4)[CH:40]=[CH:39][C:38]=3[CH3:47])[C:8](=[O:35])[C@@H:9]([NH:20][C:21](=[O:34])[C@@H:22]([NH:24][CH2:32][CH3:33])[CH3:23])[C@H:10]([CH3:19])[N:11]([C:12](=[O:18])[CH2:13][S:14]([CH3:17])(=[O:16])=[O:15])[C:5]=2[CH:4]=1)#[N:2]. The yield is 0.760.